From a dataset of Reaction yield outcomes from USPTO patents with 853,638 reactions. Predict the reaction yield, written as a fraction of the theoretical maximum amount of product (1.0 means a 100% yield; for example, 0.34 means a 34% yield). (1) The reactants are [CH3:1][C:2]1[CH:7]=[CH:6][C:5]([C:8]([C:10]2[CH:15]=[CH:14][CH:13]=[CH:12][CH:11]=2)=[O:9])=[CH:4][C:3]=1[O:16]C.[Al+3].[Cl-].[Cl-].[Cl-]. The catalyst is C1(C)C=CC=CC=1. The product is [OH:16][C:3]1[CH:4]=[C:5]([C:8]([C:10]2[CH:11]=[CH:12][CH:13]=[CH:14][CH:15]=2)=[O:9])[CH:6]=[CH:7][C:2]=1[CH3:1]. The yield is 0.700. (2) The reactants are [Br:1][C:2]1[CH:3]=[C:4](/[CH:18]=[CH:19]/[C:20]2[CH:25]=[CH:24][C:23]([O:26]C(=O)C)=[CH:22][CH:21]=2)[CH:5]=[N:6][C:7]=1[O:8][CH2:9][CH2:10][O:11][CH2:12][CH2:13][O:14][CH2:15][CH2:16][F:17].C([O-])([O-])=O.[K+].[K+]. The catalyst is CCO.C1COCC1. The product is [Br:1][C:2]1[CH:3]=[C:4](/[CH:18]=[CH:19]/[C:20]2[CH:25]=[CH:24][C:23]([OH:26])=[CH:22][CH:21]=2)[CH:5]=[N:6][C:7]=1[O:8][CH2:9][CH2:10][O:11][CH2:12][CH2:13][O:14][CH2:15][CH2:16][F:17]. The yield is 0.970. (3) The reactants are [F:1][C:2]1[CH:7]=[CH:6][C:5]([CH:8]2[CH2:13][CH2:12][NH:11][CH2:10][CH:9]2[OH:14])=[CH:4][CH:3]=1.C(N(CC)CC)C.[C:22](O[C:22]([O:24][C:25]([CH3:28])([CH3:27])[CH3:26])=[O:23])([O:24][C:25]([CH3:28])([CH3:27])[CH3:26])=[O:23]. The catalyst is CN(C)C=O. The product is [F:1][C:2]1[CH:7]=[CH:6][C:5]([CH:8]2[CH2:13][CH2:12][N:11]([C:22]([O:24][C:25]([CH3:28])([CH3:27])[CH3:26])=[O:23])[CH2:10][CH:9]2[OH:14])=[CH:4][CH:3]=1. The yield is 0.880. (4) The reactants are [C:1]1([CH:7]([NH:9][C:10]([CH2:12][CH:13]2[CH2:18][CH2:17][N:16]([CH2:19][C:20]3[CH:25]=[CH:24][C:23]([F:26])=[CH:22][CH:21]=3)[CH2:15][CH2:14]2)=O)[CH3:8])[CH:6]=[CH:5][CH:4]=[CH:3][CH:2]=1.B.C1COCC1. No catalyst specified. The product is [C:1]1([CH:7]([NH:9][CH2:10][CH2:12][CH:13]2[CH2:18][CH2:17][N:16]([CH2:19][C:20]3[CH:25]=[CH:24][C:23]([F:26])=[CH:22][CH:21]=3)[CH2:15][CH2:14]2)[CH3:8])[CH:2]=[CH:3][CH:4]=[CH:5][CH:6]=1. The yield is 0.950.